From a dataset of Full USPTO retrosynthesis dataset with 1.9M reactions from patents (1976-2016). Predict the reactants needed to synthesize the given product. Given the product [O:1]1[CH:5]=[CH:4][CH:3]=[C:2]1[CH2:6][NH:7][S:8]([C:11]1[CH:12]=[C:13]2[C:17](=[CH:18][CH:19]=1)[NH:16][C:15](=[O:20])[C:14]2=[N:32][NH:31][C:26]1[CH:27]=[CH:28][CH:29]=[CH:30][C:25]=1[N+:22]([O-:24])=[O:23])(=[O:10])=[O:9], predict the reactants needed to synthesize it. The reactants are: [O:1]1[CH:5]=[CH:4][CH:3]=[C:2]1[CH2:6][NH:7][S:8]([C:11]1[CH:12]=[C:13]2[C:17](=[CH:18][CH:19]=1)[NH:16][C:15](=[O:20])[C:14]2=O)(=[O:10])=[O:9].[N+:22]([C:25]1[CH:30]=[CH:29][CH:28]=[CH:27][C:26]=1[NH:31][NH2:32])([O-:24])=[O:23].